Dataset: Reaction yield outcomes from USPTO patents with 853,638 reactions. Task: Predict the reaction yield, written as a fraction of the theoretical maximum amount of product (1.0 means a 100% yield; for example, 0.34 means a 34% yield). (1) The reactants are [Cl:1][C:2]1[C:3]([F:17])=[C:4]([C:9]2[CH:14]=[C:13]([O:15]C)[N:12]=[CH:11][N:10]=2)[C:5]([I:8])=[CH:6][CH:7]=1.[Si](I)(C)(C)C.[O-]S([O-])(=S)=O.[Na+].[Na+].C([O-])(O)=O.[Na+]. The catalyst is C(#N)C. The product is [Cl:1][C:2]1[C:3]([F:17])=[C:4]([C:9]2[N:10]=[CH:11][N:12]=[C:13]([OH:15])[CH:14]=2)[C:5]([I:8])=[CH:6][CH:7]=1. The yield is 0.900. (2) The reactants are [CH2:1]([O:8][C:9]1[C:10]([F:23])=[C:11]([C:16]2[N:17]=[CH:18][C:19]([NH2:22])=[N:20][CH:21]=2)[CH:12]=[CH:13][C:14]=1Cl)[C:2]1[CH:7]=[CH:6][CH:5]=[CH:4][CH:3]=1.[CH:51]1(P([CH:47]2[CH2:52][CH2:51][CH2:50]CC2)C2C=CC=CC=2C2C(OC)=CC=CC=2OC)[CH2:50]CC[CH2:47][CH2:52]1.[Br-].C1([Zn+])CCC1. The catalyst is C([O-])(=O)C.[Pd+2].C([O-])(=O)C. The product is [CH2:1]([O:8][C:9]1[C:10]([F:23])=[C:11]([C:16]2[N:17]=[CH:18][C:19]([NH2:22])=[N:20][CH:21]=2)[CH:12]=[CH:13][C:14]=1[CH:50]1[CH2:51][CH2:52][CH2:47]1)[C:2]1[CH:7]=[CH:6][CH:5]=[CH:4][CH:3]=1. The yield is 0.100. (3) The reactants are Br[C:2]1[CH:3]=[N:4][N:5]([C:7]2[CH:12]=[CH:11][C:10]([O:13][CH3:14])=[CH:9][CH:8]=2)[CH:6]=1.C([Li])CCC.CCCCCC.CN(C)[CH:28]=[O:29]. The catalyst is O1CCCC1. The product is [CH3:14][O:13][C:10]1[CH:11]=[CH:12][C:7]([N:5]2[CH:6]=[C:2]([CH:28]=[O:29])[CH:3]=[N:4]2)=[CH:8][CH:9]=1. The yield is 0.200.